Dataset: Forward reaction prediction with 1.9M reactions from USPTO patents (1976-2016). Task: Predict the product of the given reaction. Given the reactants [H-].C([Al+]CC(C)C)C(C)C.[C:11]([NH:15][C:16]([C:18]1[CH:22]=[C:21]([C:23]2[CH:28]=[CH:27][C:26]([C:29]#N)=[CH:25][N:24]=2)[N:20]([C:31]2[CH:32]=[N:33][CH:34]=[CH:35][CH:36]=2)[N:19]=1)=[O:17])([CH3:14])([CH3:13])[CH3:12].Cl.[OH2:38], predict the reaction product. The product is: [C:11]([NH:15][C:16]([C:18]1[CH:22]=[C:21]([C:23]2[CH:28]=[CH:27][C:26]([CH2:29][OH:38])=[CH:25][N:24]=2)[N:20]([C:31]2[CH:32]=[N:33][CH:34]=[CH:35][CH:36]=2)[N:19]=1)=[O:17])([CH3:14])([CH3:13])[CH3:12].